From a dataset of Forward reaction prediction with 1.9M reactions from USPTO patents (1976-2016). Predict the product of the given reaction. Given the reactants [NH2:1][C:2]1[N:6]([C:7]2[CH:8]=[C:9]([CH:16]=[CH:17][C:18]=2[CH3:19])[C:10]([NH:12][CH:13]2[CH2:15][CH2:14]2)=[O:11])[N:5]=[CH:4][C:3]=1[C:20](=[O:28])[C:21]1[CH:26]=[CH:25][CH:24]=[C:23]([OH:27])[CH:22]=1.[Br:29][CH2:30][CH2:31]O.C1C=CC(P(C2C=CC=CC=2)C2C=CC=CC=2)=CC=1.N(C(OCC)=O)=NC(OCC)=O.[NH4+].[Cl-], predict the reaction product. The product is: [NH2:1][C:2]1[N:6]([C:7]2[CH:8]=[C:9]([CH:16]=[CH:17][C:18]=2[CH3:19])[C:10]([NH:12][CH:13]2[CH2:14][CH2:15]2)=[O:11])[N:5]=[CH:4][C:3]=1[C:20](=[O:28])[C:21]1[CH:26]=[CH:25][CH:24]=[C:23]([O:27][CH2:31][CH2:30][Br:29])[CH:22]=1.